From a dataset of Full USPTO retrosynthesis dataset with 1.9M reactions from patents (1976-2016). Predict the reactants needed to synthesize the given product. The reactants are: [N:1]1([C:7]([O:9][C:10]([CH3:13])([CH3:12])[CH3:11])=[O:8])[CH2:6][CH2:5][CH2:4][CH2:3][CH2:2]1.CN(CCN(C)C)C.C([Li])(CC)C.C1CCCCC1.[F:33][C:34]1[C:39](I)=[CH:38][CH:37]=[CH:36][N:35]=1.F[B-](F)(F)F.C([PH+](C(C)(C)C)C(C)(C)C)(C)(C)C.[NH4+].[OH-]. Given the product [F:33][C:34]1[C:39]([CH:2]2[CH2:3][CH2:4][CH2:5][CH2:6][N:1]2[C:7]([O:9][C:10]([CH3:13])([CH3:12])[CH3:11])=[O:8])=[CH:38][CH:37]=[CH:36][N:35]=1, predict the reactants needed to synthesize it.